From a dataset of Catalyst prediction with 721,799 reactions and 888 catalyst types from USPTO. Predict which catalyst facilitates the given reaction. (1) Reactant: [Cl:1][C:2]1[CH:3]=[C:4]([CH:24]=[CH:25][CH:26]=1)[CH2:5][N:6]1[CH2:11][CH2:10][CH2:9][C@@H:8]([NH:12][C:13]2[N:14]=[CH:15][C:16](/[CH:19]=[CH:20]/[C:21](O)=[O:22])=[N:17][CH:18]=2)[CH2:7]1.[O:27]1[CH2:32][CH2:31][CH2:30][CH2:29][CH:28]1[O:33][NH2:34].C1C=CC2N(O)N=NC=2C=1.CCN=C=NCCCN(C)C. Product: [Cl:1][C:2]1[CH:3]=[C:4]([CH:24]=[CH:25][CH:26]=1)[CH2:5][N:6]1[CH2:11][CH2:10][CH2:9][C@@H:8]([NH:12][C:13]2[N:14]=[CH:15][C:16](/[CH:19]=[CH:20]/[C:21]([NH:34][O:33][CH:28]3[CH2:29][CH2:30][CH2:31][CH2:32][O:27]3)=[O:22])=[N:17][CH:18]=2)[CH2:7]1. The catalyst class is: 3. (2) Reactant: [CH2:1](N(CC)CC)C.[CH2:8]([O:15][C:16]1[CH:21]=[CH:20][C:19](B(O)O)=[CH:18][CH:17]=1)[C:9]1[CH:14]=[CH:13][CH:12]=[CH:11][CH:10]=1. Product: [CH2:16]([O:15][CH2:8][C:9]1[CH:10]=[CH:11][CH:12]=[CH:13][CH:14]=1)[C:21]1[CH:20]=[CH:19][CH:18]=[CH:17][CH:1]=1. The catalyst class is: 302. (3) Product: [O:1]1[CH:5]=[CH:4][CH:3]=[C:2]1[C:6]1[N:11]=[C:10]2[NH:12][CH:20]=[N:13][C:9]2=[CH:8][C:7]=1[C:14]1[CH:19]=[CH:18][N:17]=[CH:16][N:15]=1. Reactant: [O:1]1[CH:5]=[CH:4][CH:3]=[C:2]1[C:6]1[N:11]=[C:10]([NH2:12])[C:9]([NH2:13])=[CH:8][C:7]=1[C:14]1[CH:19]=[CH:18][N:17]=[CH:16][N:15]=1.[CH2:20](OC(OCC)OCC)C.O.C(=O)([O-])O.[Na+]. The catalyst class is: 15.